From a dataset of Catalyst prediction with 721,799 reactions and 888 catalyst types from USPTO. Predict which catalyst facilitates the given reaction. (1) Reactant: [Br:1][CH2:2][CH2:3][CH2:4][P:5]([C:17]([C:19]1[C:24]([CH3:25])=[CH:23][C:22]([CH3:26])=[CH:21][C:20]=1[CH3:27])=[O:18])[C:6]([C:8]1[C:13]([CH3:14])=[CH:12][C:11]([CH3:15])=[CH:10][C:9]=1[CH3:16])=[O:7].OO.C([O:32]CC)C. Product: [Br:1][CH2:2][CH2:3][CH2:4][P:5]([C:6]([C:8]1[C:13]([CH3:14])=[CH:12][C:11]([CH3:15])=[CH:10][C:9]=1[CH3:16])=[O:7])([C:17]([C:19]1[C:20]([CH3:27])=[CH:21][C:22]([CH3:26])=[CH:23][C:24]=1[CH3:25])=[O:18])=[O:32]. The catalyst class is: 11. (2) Reactant: [Cl:1][C:2]1[CH:3]=[C:4]2[C:9](=[CH:10][C:11]=1[C:12](O)=[O:13])[N:8]=[CH:7][N:6]=[C:5]2[NH:15][CH:16]([C:18]1[NH:22][C:21]2[CH:23]=[CH:24][C:25]([Cl:27])=[CH:26][C:20]=2[N:19]=1)[CH3:17].FC1C(OC(N(C)C)=[N+](C)C)=C(F)C(F)=C(F)C=1F.F[P-](F)(F)(F)(F)F.C(N(C(C)C)CC)(C)C.[S:63]1[C:71]2[CH2:70][CH2:69][NH:68][CH2:67][C:66]=2[CH:65]=[CH:64]1. Product: [Cl:1][C:2]1[CH:3]=[C:4]2[C:9](=[CH:10][C:11]=1[C:12]([N:68]1[CH2:69][CH2:70][C:71]3[S:63][CH:64]=[CH:65][C:66]=3[CH2:67]1)=[O:13])[N:8]=[CH:7][N:6]=[C:5]2[NH:15][CH:16]([C:18]1[NH:22][C:21]2[CH:23]=[CH:24][C:25]([Cl:27])=[CH:26][C:20]=2[N:19]=1)[CH3:17]. The catalyst class is: 16. (3) Reactant: [N:1]1([C:6]2[CH:11]=[CH:10][CH:9]=[CH:8][C:7]=2[C:12]#[N:13])[CH:5]=[N:4][CH:3]=[N:2]1. Product: [N:1]1([C:6]2[CH:11]=[CH:10][CH:9]=[CH:8][C:7]=2[CH2:12][NH2:13])[CH:5]=[N:4][CH:3]=[N:2]1. The catalyst class is: 63. (4) Reactant: [CH3:1][O:2][C:3]1[CH:4]=[C:5]([CH:18]=[CH:19][C:20]=1[O:21][CH3:22])[CH2:6][N:7]=[CH:8][C:9]1[S:17][C:12]2[N:13]=[CH:14][N:15]=[CH:16][C:11]=2[CH:10]=1.N1[CH2:28][CH2:27][NH:26][CH2:25]C1. Product: [CH3:1][O:2][C:3]1[CH:4]=[C:5]([CH:18]=[CH:19][C:20]=1[O:21][CH3:22])[CH2:6][N:7]1[C:8]([C:9]2[S:17][C:12]3[N:13]=[CH:14][N:15]=[CH:16][C:11]=3[CH:10]=2)=[C:27]([C:28]2[CH:5]=[CH:4][CH:3]=[CH:20][CH:19]=2)[N:26]=[CH:25]1. The catalyst class is: 387. (5) Product: [C:18]([O:17][C:15]([N:22]1[CH2:27][CH2:26][CH:25]([C:28]2[S:29][CH:2]=[C:3]([C:5]3[C:13]4[C:8](=[N:9][CH:10]=[C:11]([Br:14])[CH:12]=4)[NH:7][CH:6]=3)[N:30]=2)[CH2:24][CH2:23]1)=[O:16])([CH3:21])([CH3:19])[CH3:20]. The catalyst class is: 1. Reactant: Br[CH2:2][C:3]([C:5]1[C:13]2[C:8](=[N:9][CH:10]=[C:11]([Br:14])[CH:12]=2)[NH:7][CH:6]=1)=O.[C:15]([N:22]1[CH2:27][CH2:26][CH:25]([C:28]([NH2:30])=[S:29])[CH2:24][CH2:23]1)([O:17][C:18]([CH3:21])([CH3:20])[CH3:19])=[O:16].C([O-])(O)=O.[Na+]. (6) Product: [C:24]1([C:49]2[CH:50]=[CH:51][CH:52]=[CH:53][CH:54]=2)[CH:29]=[CH:28][CH:27]=[C:26]([C:30]2[O:31][C:32]([CH3:48])=[C:33]([CH2:35][CH2:36][O:37][C:19]3[CH:20]=[CH:21][C:16]([CH2:15][C:5]([O:8][C:9]4[CH:14]=[CH:13][CH:12]=[CH:11][CH:10]=4)([CH2:6][CH3:7])[C:4]([OH:23])=[O:3])=[CH:17][CH:18]=3)[N:34]=2)[CH:25]=1. The catalyst class is: 8. Reactant: C([O:3][C:4](=[O:23])[C:5]([CH2:15][C:16]1[CH:21]=[CH:20][C:19](O)=[CH:18][CH:17]=1)([O:8][C:9]1[CH:14]=[CH:13][CH:12]=[CH:11][CH:10]=1)[CH2:6][CH3:7])C.[C:24]1([C:49]2[CH:54]=[CH:53][CH:52]=[CH:51][CH:50]=2)[CH:29]=[CH:28][CH:27]=[C:26]([C:30]2[O:31][C:32]([CH3:48])=[C:33]([CH2:35][CH2:36][O:37]S(C3C=CC(C)=CC=3)(=O)=O)[N:34]=2)[CH:25]=1.C([O-])([O-])=O.[K+].[K+].[OH-].[Na+]. (7) Reactant: [CH2:1]([O:3][C:4]1[CH:9]=[C:8](B2OC(C)(C)C(C)(C)O2)[CH:7]=[CH:6][N:5]=1)[CH3:2].Br[C:20]1[N:25]2[CH:26]=[CH:27][N:28]=[C:24]2[C:23]([NH:29][C:30]2[CH:45]=[CH:44][C:33]([C:34]([NH:36][CH2:37][C:38]3[CH:39]=[N:40][CH:41]=[CH:42][CH:43]=3)=[O:35])=[CH:32][CH:31]=2)=[N:22][CH:21]=1.CC([O-])(C)C.[Na+]. Product: [CH2:1]([O:3][C:4]1[CH:9]=[C:8]([C:20]2[N:25]3[CH:26]=[CH:27][N:28]=[C:24]3[C:23]([NH:29][C:30]3[CH:31]=[CH:32][C:33]([C:34]([NH:36][CH2:37][C:38]4[CH:39]=[N:40][CH:41]=[CH:42][CH:43]=4)=[O:35])=[CH:44][CH:45]=3)=[N:22][CH:21]=2)[CH:7]=[CH:6][N:5]=1)[CH3:2]. The catalyst class is: 339.